Dataset: Full USPTO retrosynthesis dataset with 1.9M reactions from patents (1976-2016). Task: Predict the reactants needed to synthesize the given product. (1) Given the product [CH3:36][S:33]([C:31]1[CH:30]=[CH:29][C:28]([O:37][CH2:4][C:3]2[CH:6]=[CH:7][C:8]([F:10])=[CH:9][C:2]=2[Cl:1])=[C:27]([C:22]2[N:21]([C:17]3[CH:16]=[C:15]([CH:20]=[CH:19][CH:18]=3)[C:14]([OH:38])=[O:13])[C:25]([CH3:26])=[CH:24][CH:23]=2)[CH:32]=1)(=[O:35])=[O:34], predict the reactants needed to synthesize it. The reactants are: [Cl:1][C:2]1[CH:9]=[C:8]([F:10])[CH:7]=[CH:6][C:3]=1[CH2:4]Br.C([O:13][C:14](=[O:38])[C:15]1[CH:20]=[CH:19][CH:18]=[C:17]([N:21]2[C:25]([CH3:26])=[CH:24][CH:23]=[C:22]2[C:27]2[CH:32]=[C:31]([S:33]([CH3:36])(=[O:35])=[O:34])[CH:30]=[CH:29][C:28]=2[OH:37])[CH:16]=1)C.C([O-])([O-])=O.[K+].[K+]. (2) The reactants are: [Cl-].O[NH3+].C(O)C.CC[N:9](C(C)C)C(C)C.[Cl:16][C:17]1[CH:22]=[CH:21][N:20]=[C:19]([NH:23][C:24]([NH:26]C(=O)OCC)=S)[CH:18]=1. Given the product [Cl:16][C:17]1[CH:22]=[CH:21][N:20]2[N:9]=[C:24]([NH2:26])[N:23]=[C:19]2[CH:18]=1, predict the reactants needed to synthesize it. (3) Given the product [N:4]1[CH:9]=[CH:8][C:7]([C:10]2[N:14]3[N:15]=[C:16]([NH:19][C@H:20]4[CH2:21][CH2:22][C@H:23]([NH:26][C:27](=[O:29])[CH3:28])[CH2:24][CH2:25]4)[CH:17]=[CH:18][C:13]3=[N:12][CH:11]=2)=[CH:6][CH:5]=1, predict the reactants needed to synthesize it. The reactants are: Cl.Cl.Cl.[N:4]1[CH:9]=[CH:8][C:7]([C:10]2[N:14]3[N:15]=[C:16]([NH:19][C@H:20]4[CH2:25][CH2:24][C@H:23]([NH2:26])[CH2:22][CH2:21]4)[CH:17]=[CH:18][C:13]3=[N:12][CH:11]=2)=[CH:6][CH:5]=1.[C:27](OC(=O)C)(=[O:29])[CH3:28].